Dataset: CYP3A4 inhibition data for predicting drug metabolism from PubChem BioAssay. Task: Regression/Classification. Given a drug SMILES string, predict its absorption, distribution, metabolism, or excretion properties. Task type varies by dataset: regression for continuous measurements (e.g., permeability, clearance, half-life) or binary classification for categorical outcomes (e.g., BBB penetration, CYP inhibition). Dataset: cyp3a4_veith. (1) The molecule is CCN(CC(=O)Nc1ccc([N+](=O)[O-])cc1OC)c1ccccc1. The result is 1 (inhibitor). (2) The drug is COc1ccccc1CNCC(O)(c1ccc(Cl)cc1)c1ccc(Cl)cc1. The result is 1 (inhibitor). (3) The result is 0 (non-inhibitor). The compound is COc1ccc(/C=N/NC(=O)c2cc(-c3ccc(C)cc3C)nc3ccccc23)cc1COC(C)=O. (4) The drug is CC(CN1C(=O)/C(=C/c2ccc(C#N)cc2)NC1=S)Cn1ccnc1. The result is 1 (inhibitor).